This data is from TCR-epitope binding with 47,182 pairs between 192 epitopes and 23,139 TCRs. The task is: Binary Classification. Given a T-cell receptor sequence (or CDR3 region) and an epitope sequence, predict whether binding occurs between them. The epitope is GTSGSPIINR. The TCR CDR3 sequence is CASSLGAGEYEQYF. Result: 1 (the TCR binds to the epitope).